Dataset: Catalyst prediction with 721,799 reactions and 888 catalyst types from USPTO. Task: Predict which catalyst facilitates the given reaction. (1) Reactant: [CH3:1][C:2]1([CH3:27])[CH2:11][C:10]2[C:5](=[CH:6][CH:7]=[C:8]([C:12]([O:14]C)=[O:13])[CH:9]=2)[NH:4][CH:3]1[C:16]1[CH:21]=[CH:20][C:19]([S:22](=[O:26])(=[O:25])[NH:23][CH3:24])=[CH:18][CH:17]=1.[OH-].[Na+]. Product: [CH3:1][C:2]1([CH3:27])[CH2:11][C:10]2[C:5](=[CH:6][CH:7]=[C:8]([C:12]([OH:14])=[O:13])[CH:9]=2)[NH:4][CH:3]1[C:16]1[CH:21]=[CH:20][C:19]([S:22](=[O:26])(=[O:25])[NH:23][CH3:24])=[CH:18][CH:17]=1. The catalyst class is: 24. (2) Reactant: Br[C:2]1[S:3][CH:4]=[C:5]([C:7]([O:9][CH2:10][CH3:11])=[O:8])[N:6]=1.[NH:12]1[CH2:17][CH2:16][O:15][CH2:14][CH2:13]1.O. Product: [CH2:10]([O:9][C:7]([C:5]1[N:6]=[C:2]([N:12]2[CH2:17][CH2:16][O:15][CH2:14][CH2:13]2)[S:3][CH:4]=1)=[O:8])[CH3:11]. The catalyst class is: 3. (3) Reactant: C(=O)([O-])[O-].[K+].[K+].Cl[CH2:8][C:9]1[O:10][C:11]([C:14]2[CH:19]=[CH:18][C:17]([I:20])=[CH:16][CH:15]=2)=[N:12][N:13]=1.[CH3:21][C:22]1[CH:26]=[C:25]([CH3:27])[NH:24][N:23]=1. Product: [CH3:21][C:22]1[CH:26]=[C:25]([CH3:27])[N:24]([CH2:8][C:9]2[O:10][C:11]([C:14]3[CH:19]=[CH:18][C:17]([I:20])=[CH:16][CH:15]=3)=[N:12][N:13]=2)[N:23]=1. The catalyst class is: 148. (4) Product: [Cl:1][C:2]1[CH:3]=[CH:4][C:5]([O:29][CH3:30])=[C:6]([C:8]2[C:12]([NH:13][C:14]([C:16]3[CH:17]=[N:18][N:19]4[CH:24]=[CH:23][CH:22]=[N:21][C:20]=34)=[O:15])=[CH:11][N:10]([CH2:25][C:26]([N:35]3[CH2:36][CH2:37][C:33]([CH3:38])([CH3:32])[CH2:34]3)=[O:28])[N:9]=2)[CH:7]=1. The catalyst class is: 3. Reactant: [Cl:1][C:2]1[CH:3]=[CH:4][C:5]([O:29][CH3:30])=[C:6]([C:8]2[C:12]([NH:13][C:14]([C:16]3[CH:17]=[N:18][N:19]4[CH:24]=[CH:23][CH:22]=[N:21][C:20]=34)=[O:15])=[CH:11][N:10]([CH2:25][C:26]([OH:28])=O)[N:9]=2)[CH:7]=1.Cl.[CH3:32][C:33]1([CH3:38])[CH2:37][CH2:36][NH:35][CH2:34]1.F[P-](F)(F)(F)(F)F.C[N+](C)=C(N(C)C)ON1C2N=CC=CC=2N=N1.C(N(CC)CC)C. (5) Reactant: [F:1][C:2]1[CH:3]=[C:4]2[C:9](=[CH:10][CH:11]=1)[C:8]([N:12]1[CH2:17][CH2:16][NH:15][C@H:14]([CH3:18])[CH2:13]1)=[CH:7][CH:6]=[CH:5]2.[B-](F)(F)(F)F.C1C=CN=CC=1.C1C=CN=CC=1.[IH2+:36].F[B-](F)(F)F.[H+]. Product: [F:1][C:2]1[CH:3]=[C:4]2[C:9](=[CH:10][CH:11]=1)[C:8]([N:12]1[CH2:17][CH2:16][NH:15][C@H:14]([CH3:18])[CH2:13]1)=[CH:7][CH:6]=[C:5]2[I:36]. The catalyst class is: 4. (6) Reactant: [C:1]([Si:5]([C:13]1[CH:18]=[CH:17][CH:16]=[CH:15][CH:14]=1)([C:7]1[CH:12]=[CH:11][CH:10]=[CH:9][CH:8]=1)Cl)([CH3:4])([CH3:3])[CH3:2].N1C=CN=C1.[Br:24][CH2:25][C@H:26]([CH3:29])[CH2:27][OH:28].O. Product: [Br:24][CH2:25][C@H:26]([CH3:29])[CH2:27][O:28][Si:5]([C:1]([CH3:4])([CH3:3])[CH3:2])([C:13]1[CH:18]=[CH:17][CH:16]=[CH:15][CH:14]=1)[C:7]1[CH:12]=[CH:11][CH:10]=[CH:9][CH:8]=1. The catalyst class is: 1.